This data is from Reaction yield outcomes from USPTO patents with 853,638 reactions. The task is: Predict the reaction yield, written as a fraction of the theoretical maximum amount of product (1.0 means a 100% yield; for example, 0.34 means a 34% yield). The reactants are [C:1]([C:4]1[C:8]([O:9][CH3:10])=[C:7]([C:11]2[CH:16]=[CH:15][C:14]([Cl:17])=[CH:13][CH:12]=2)[N:6]([C:18]2[CH:23]=[CH:22][CH:21]=[CH:20][C:19]=2[Cl:24])[N:5]=1)([OH:3])=O.C[Li].[CH:27]([Mg]Br)=[CH2:28].Cl. The catalyst is O1CCCC1.O. The product is [Cl:24][C:19]1[CH:20]=[CH:21][CH:22]=[CH:23][C:18]=1[N:6]1[C:7]([C:11]2[CH:12]=[CH:13][C:14]([Cl:17])=[CH:15][CH:16]=2)=[C:8]([O:9][CH3:10])[C:4]([C:1]([CH:27]=[CH2:28])=[O:3])=[N:5]1. The yield is 0.700.